Dataset: Full USPTO retrosynthesis dataset with 1.9M reactions from patents (1976-2016). Task: Predict the reactants needed to synthesize the given product. (1) Given the product [CH:18]([N:17]1[C:11]2[CH:10]=[C:9]([NH:8][C:6]3[CH:5]=[CH:4][N:3]=[C:2]([C:26]#[N:25])[N:7]=3)[N:14]=[CH:13][C:12]=2[N:15]=[C:16]1[CH3:21])([CH3:20])[CH3:19], predict the reactants needed to synthesize it. The reactants are: Cl[C:2]1[N:7]=[C:6]([NH:8][C:9]2[N:14]=[CH:13][C:12]3[N:15]=[C:16]([CH3:21])[N:17]([CH:18]([CH3:20])[CH3:19])[C:11]=3[CH:10]=2)[CH:5]=[CH:4][N:3]=1.[C-]#N.[Na+].[N:25]12CCN(CC1)C[CH2:26]2. (2) Given the product [CH2:36]=[C:37]1[CH2:45][C:11]2([CH2:12][CH2:13][N:8]([C:1]([O:3][C:4]([CH3:7])([CH3:6])[CH3:5])=[O:2])[CH2:9][CH2:10]2)[O:40][CH2:39][CH2:38]1, predict the reactants needed to synthesize it. The reactants are: [C:1]([N:8]1[CH2:13][CH2:12][CH2:11][CH2:10][C:9]1=O)([O:3][C:4]([CH3:7])([CH3:6])[CH3:5])=[O:2].C(O[Si](C)(C)C)C.FC(S(O[Si](C)(C)C)(=O)=O)(F)F.C[Si](C)(C)[CH2:36][C:37](=[CH2:45])[CH2:38][CH2:39][O:40][Si](C)(C)C. (3) Given the product [Cl:1][C:2]1[CH:3]=[CH:4][CH:5]=[C:6]([S:8][CH2:16][CH:17]2[CH2:19][CH2:18]2)[N:7]=1, predict the reactants needed to synthesize it. The reactants are: [Cl:1][C:2]1[N:7]=[C:6]([SH:8])[CH:5]=[CH:4][CH:3]=1.C([O-])([O-])=O.[Cs+].[Cs+].Br[CH2:16][CH:17]1[CH2:19][CH2:18]1. (4) Given the product [NH2:1][C:2]1[N:6]([CH3:7])[C:5](=[O:8])[C:4]([C:19]2[CH:24]=[CH:23][C:22]([O:25][CH:26]([F:28])[F:27])=[C:21]([CH3:29])[CH:20]=2)([C:9]2[CH:14]=[CH:13][C:12]([F:37])=[C:11]([C:15]#[C:16][CH2:17][F:18])[CH:10]=2)[N:3]=1, predict the reactants needed to synthesize it. The reactants are: [NH2:1][C:2]1[N:6]([CH3:7])[C:5](=[O:8])[C:4]([C:19]2[CH:24]=[CH:23][C:22]([O:25][CH:26]([F:28])[F:27])=[C:21]([CH3:29])[CH:20]=2)([C:9]2[CH:14]=[CH:13][CH:12]=[C:11]([C:15]#[C:16][CH2:17][F:18])[CH:10]=2)[N:3]=1.BrC1C=C(C(=O)C(C2C=CC(OC(F)F)=C(C)C=2)=O)C=CC=1[F:37].C(O)C#C. (5) The reactants are: [NH2:1][C:2](=[O:20])[CH2:3][CH2:4][NH:5][C:6](=[O:19])[C:7]1[CH:12]=[CH:11][C:10]([C@H:13]2[CH2:17][CH2:16][C:15](=O)[CH2:14]2)=[CH:9][CH:8]=1.Cl.[F:22][C:23]1[CH:28]=[CH:27][C:26]([C@H:29]([NH2:31])[CH3:30])=[CH:25][C:24]=1[O:32][CH3:33]. Given the product [NH2:1][C:2](=[O:20])[CH2:3][CH2:4][NH:5][C:6](=[O:19])[C:7]1[CH:12]=[CH:11][C:10]([C@H:13]2[CH2:17][CH2:16][CH:15]([NH:31][C@@H:29]([C:26]3[CH:27]=[CH:28][C:23]([F:22])=[C:24]([O:32][CH3:33])[CH:25]=3)[CH3:30])[CH2:14]2)=[CH:9][CH:8]=1, predict the reactants needed to synthesize it. (6) Given the product [C:14]([N+:18]([O-:19])=[CH:8][C:7]1[C:6]([CH2:10][OH:11])=[CH:5][N:4]=[C:3]([CH3:12])[C:2]=1[OH:1])([CH3:17])([CH3:16])[CH3:15], predict the reactants needed to synthesize it. The reactants are: [OH:1][C:2]1[C:3]([CH3:12])=[N:4][CH:5]=[C:6]([CH2:10][OH:11])[C:7]=1[CH:8]=O.Cl.[C:14]([NH:18][OH:19])([CH3:17])([CH3:16])[CH3:15].